From a dataset of Catalyst prediction with 721,799 reactions and 888 catalyst types from USPTO. Predict which catalyst facilitates the given reaction. (1) Reactant: [CH2:1]([O:3][C:4]([C:6]1[C:7]2[C:22](=[O:23])[CH2:21][CH:20]([CH3:24])[CH2:19][CH2:18][C:8]=2[N:9](C(OC(C)(C)C)=O)[CH:10]=1)=[O:5])[CH3:2]. Product: [CH2:1]([O:3][C:4]([C:6]1[C:7]2[C:22](=[O:23])[CH2:21][CH:20]([CH3:24])[CH2:19][CH2:18][C:8]=2[NH:9][CH:10]=1)=[O:5])[CH3:2]. The catalyst class is: 137. (2) Reactant: [C:1]([C:5]1[N:9]([CH2:10][CH:11]2[CH2:16][CH2:15][C:14]([F:18])([F:17])[CH2:13][CH2:12]2)[C:8]2[CH:19]=[CH:20][C:21]([C:23](O)=[O:24])=[CH:22][C:7]=2[N:6]=1)([CH3:4])([CH3:3])[CH3:2].CCN(C(C)C)C(C)C.CN(C(ON1N=NC2C=CC=NC1=2)=[N+](C)C)C.F[P-](F)(F)(F)(F)F.[NH:59]1[CH2:68][CH2:67][CH:62]([C:63]([O:65][CH3:66])=[O:64])[CH2:61][CH2:60]1. Product: [C:1]([C:5]1[N:9]([CH2:10][CH:11]2[CH2:16][CH2:15][C:14]([F:18])([F:17])[CH2:13][CH2:12]2)[C:8]2[CH:19]=[CH:20][C:21]([C:23]([N:59]3[CH2:68][CH2:67][CH:62]([C:63]([O:65][CH3:66])=[O:64])[CH2:61][CH2:60]3)=[O:24])=[CH:22][C:7]=2[N:6]=1)([CH3:4])([CH3:2])[CH3:3]. The catalyst class is: 3. (3) Reactant: [O:1]=[C:2]1[CH2:7][CH2:6][N:5]([C:8]([O:10][C:11]([CH3:14])([CH3:13])[CH3:12])=[O:9])[CH2:4][CH2:3]1.[Li+].C[Si]([N-][Si](C)(C)C)(C)C.[CH3:25][C:26]([CH3:31])([CH3:30])[C:27](Cl)=[O:28]. Product: [CH3:25][C:26]([CH3:31])([CH3:30])[C:27]([CH:7]1[C:2](=[O:1])[CH2:3][CH2:4][N:5]([C:8]([O:10][C:11]([CH3:14])([CH3:13])[CH3:12])=[O:9])[CH2:6]1)=[O:28]. The catalyst class is: 1.